Dataset: Full USPTO retrosynthesis dataset with 1.9M reactions from patents (1976-2016). Task: Predict the reactants needed to synthesize the given product. Given the product [S:26]([CH2:5][CH2:6][CH2:7][CH2:8][CH2:9][CH2:10][O:11][C:12]1[CH:17]=[C:16]([S:18][CH2:19][C:20]([F:23])([F:22])[F:21])[C:15]([CH3:24])=[CH:14][C:13]=1[CH3:25])[C:27]#[N:28], predict the reactants needed to synthesize it. The reactants are: C(O)C.Br[CH2:5][CH2:6][CH2:7][CH2:8][CH2:9][CH2:10][O:11][C:12]1[CH:17]=[C:16]([S:18][CH2:19][C:20]([F:23])([F:22])[F:21])[C:15]([CH3:24])=[CH:14][C:13]=1[CH3:25].[S-:26][C:27]#[N:28].[K+].CCCCCC.